From a dataset of Catalyst prediction with 721,799 reactions and 888 catalyst types from USPTO. Predict which catalyst facilitates the given reaction. (1) Reactant: S(=O)(=O)(O)O.N[C:7]1[C:12]([N+:13]([O-:15])=[O:14])=[CH:11][C:10]([C:16]([F:19])([F:18])[F:17])=[CH:9][C:8]=1[Cl:20].N([O-])=O.[Na+].CCCCCC. Product: [Cl:20][C:8]1[CH:9]=[C:10]([C:16]([F:17])([F:18])[F:19])[CH:11]=[C:12]([N+:13]([O-:15])=[O:14])[CH:7]=1. The catalyst class is: 8. (2) Reactant: Br[CH2:2][CH2:3][C@@H:4]1[CH2:9][N:8]([C:10]([O:12][CH2:13][C:14]2[CH:19]=[CH:18][CH:17]=[CH:16][CH:15]=2)=[O:11])[CH2:7][CH2:6][N:5]1[C:20]([O:22][C:23]([CH3:26])([CH3:25])[CH3:24])=[O:21].[CH3:27][C:28]1[CH:29]=[N:30][NH:31][CH:32]=1.C(=O)([O-])[O-].[K+].[K+].CN(C=O)C. Product: [CH3:27][C:28]1[CH:29]=[N:30][N:31]([CH2:2][CH2:3][C@@H:4]2[CH2:9][N:8]([C:10]([O:12][CH2:13][C:14]3[CH:19]=[CH:18][CH:17]=[CH:16][CH:15]=3)=[O:11])[CH2:7][CH2:6][N:5]2[C:20]([O:22][C:23]([CH3:26])([CH3:25])[CH3:24])=[O:21])[CH:32]=1. The catalyst class is: 6. (3) Reactant: [CH2:1]([N:3]1[CH2:8][CH2:7][N:6]([C:9]2[C:18]3[C:13](=[CH:14][CH:15]=[CH:16][CH:17]=3)[CH:12]=[C:11]([CH2:19][C:20]([C:22]3[CH:27]=[CH:26][CH:25]=[CH:24][CH:23]=3)=[O:21])[N:10]=2)[CH2:5][CH2:4]1)[CH3:2].[BH4-].[Na+]. Product: [CH2:1]([N:3]1[CH2:4][CH2:5][N:6]([C:9]2[C:18]3[C:13](=[CH:14][CH:15]=[CH:16][CH:17]=3)[CH:12]=[C:11]([CH2:19][CH:20]([OH:21])[C:22]3[CH:27]=[CH:26][CH:25]=[CH:24][CH:23]=3)[N:10]=2)[CH2:7][CH2:8]1)[CH3:2]. The catalyst class is: 5. (4) Reactant: [CH:1]1([C:4]2[CH:13]=[C:12]([CH3:14])[C:11]([C:15]3[NH:19][C:18]([CH2:20][O:21][CH3:22])=[N:17][N:16]=3)=[CH:10][C:5]=2[C:6]([O:8]C)=[O:7])[CH2:3][CH2:2]1.[OH-].[Na+]. Product: [CH:1]1([C:4]2[CH:13]=[C:12]([CH3:14])[C:11]([C:15]3[NH:19][C:18]([CH2:20][O:21][CH3:22])=[N:17][N:16]=3)=[CH:10][C:5]=2[C:6]([OH:8])=[O:7])[CH2:3][CH2:2]1. The catalyst class is: 24.